Dataset: Forward reaction prediction with 1.9M reactions from USPTO patents (1976-2016). Task: Predict the product of the given reaction. (1) Given the reactants C(OC(=O)/[N:10]=[C:11]1\[NH:12][C:13]2[CH:20]=[CH:19][CH:18]=[C:17]([CH:21]3[CH2:23][CH2:22]3)[C:14]=2[N:15]\1[CH3:16])C1C=CC=CC=1, predict the reaction product. The product is: [CH:21]1([C:17]2[C:14]3[N:15]([CH3:16])[C:11]([NH2:10])=[N:12][C:13]=3[CH:20]=[CH:19][CH:18]=2)[CH2:23][CH2:22]1. (2) Given the reactants [Cl:1][C:2]1[C:3]([O:11][CH2:12][CH3:13])=[C:4]([CH:8]=[CH:9][CH:10]=1)[CH2:5][NH:6][CH3:7].CNCC1C=CC2C(=CC=CC=2)C=1CCC.Cl.[N:31]1([CH2:37][CH2:38][N:39]2[CH2:44][C:43]3[CH:45]=[C:46](/[CH:49]=[CH:50]/[C:51]([OH:53])=O)[CH:47]=[N:48][C:42]=3[NH:41][C:40]2=[O:54])[CH2:36][CH2:35][O:34][CH2:33][CH2:32]1, predict the reaction product. The product is: [ClH:1].[Cl:1][C:2]1[C:3]([O:11][CH2:12][CH3:13])=[C:4]([CH:8]=[CH:9][CH:10]=1)[CH2:5][N:6]([CH3:7])[C:51](=[O:53])/[CH:50]=[CH:49]/[C:46]1[CH:47]=[N:48][C:42]2[NH:41][C:40](=[O:54])[N:39]([CH2:38][CH2:37][N:31]3[CH2:32][CH2:33][O:34][CH2:35][CH2:36]3)[CH2:44][C:43]=2[CH:45]=1. (3) Given the reactants F[C:2]1[CH:7]=[CH:6][C:5]([N+:8]([O-:10])=[O:9])=[CH:4][CH:3]=1.Cl.Cl.[O:13]1[CH2:18][CH2:17][CH:16]([N:19]2[CH2:24][CH2:23][NH:22][CH2:21][CH2:20]2)[CH2:15][CH2:14]1.C(=O)([O-])[O-].[K+].[K+].CN(C)C=O, predict the reaction product. The product is: [N+:8]([C:5]1[CH:6]=[CH:7][C:2]([N:22]2[CH2:21][CH2:20][N:19]([CH:16]3[CH2:17][CH2:18][O:13][CH2:14][CH2:15]3)[CH2:24][CH2:23]2)=[CH:3][CH:4]=1)([O-:10])=[O:9]. (4) Given the reactants CCO[CH:4]([OH:9])[C:5](Cl)(Cl)Cl.[O-]S([O-])(=O)=O.[Na+].[Na+].[Br:17][C:18]1[C:19]([CH3:25])=[C:20]([CH:22]=[CH:23][CH:24]=1)[NH2:21].Cl.N[OH:28].Cl, predict the reaction product. The product is: [Br:17][C:18]1[C:19]([CH3:25])=[C:20]2[C:22]([C:4](=[O:9])[C:5](=[O:28])[NH:21]2)=[CH:23][CH:24]=1.